From a dataset of Reaction yield outcomes from USPTO patents with 853,638 reactions. Predict the reaction yield, written as a fraction of the theoretical maximum amount of product (1.0 means a 100% yield; for example, 0.34 means a 34% yield). (1) The reactants are C[O:2][C:3](=[O:24])[C:4]1[CH:9]=[C:8]([C:10]2[S:11][CH:12]=[C:13]([C:15]3[CH:20]=[CH:19][C:18]([Cl:21])=[C:17]([Cl:22])[CH:16]=3)[N:14]=2)[CH:7]=[CH:6][C:5]=1Br.[Cl:25][C:26]1[S:27][CH:28]=[CH:29][C:30]=1B(O)O. No catalyst specified. The product is [Cl:25][C:26]1[S:27][CH:28]=[CH:29][C:30]=1[C:5]1[CH:6]=[CH:7][C:8]([C:10]2[S:11][CH:12]=[C:13]([C:15]3[CH:20]=[CH:19][C:18]([Cl:21])=[C:17]([Cl:22])[CH:16]=3)[N:14]=2)=[CH:9][C:4]=1[C:3]([OH:2])=[O:24]. The yield is 0.450. (2) The product is [NH3:3].[CH3:2][OH:38].[CH3:17][N:12]1[C:13]([CH3:16])([CH3:15])[CH2:14][CH:9]([NH:8][C:6]2[C:5]([C:20]#[N:21])=[CH:4][N:3]=[C:2]([NH:36][C:28]3[CH:29]=[C:30]([N:31]4[CH:35]=[N:34][N:33]=[N:32]4)[C:25]([CH:22]4[CH2:23][CH2:24]4)=[CH:26][C:27]=3[F:37])[N:7]=2)[CH2:10][C:11]1([CH3:19])[CH3:18]. The reactants are Cl[C:2]1[N:7]=[C:6]([NH:8][CH:9]2[CH2:14][C:13]([CH3:16])([CH3:15])[N:12]([CH3:17])[C:11]([CH3:19])([CH3:18])[CH2:10]2)[C:5]([C:20]#[N:21])=[CH:4][N:3]=1.[CH:22]1([C:25]2[C:30]([N:31]3[CH:35]=[N:34][N:33]=[N:32]3)=[CH:29][C:28]([NH2:36])=[C:27]([F:37])[CH:26]=2)[CH2:24][CH2:23]1.[OH2:38].C1(C)C=CC(S(O)(=O)=O)=CC=1. The yield is 0.0200. The catalyst is CC(O)C. (3) The reactants are [CH3:1][O:2][C:3](/[CH:5]=[CH:6]/[C:7]([O:9][CH2:10][C:11]([OH:13])=O)=[O:8])=[O:4].C(Cl)(=O)C(Cl)=O.[CH:20]([O:23][C:24](=[O:28])[CH2:25][NH:26][CH3:27])([CH3:22])[CH3:21].C(N(C(C)C)CC)(C)C. The catalyst is ClCCl.CN(C1C=CN=CC=1)C.CN(C)C=O. The product is [C:3]([O:2][CH3:1])(=[O:4])/[CH:5]=[CH:6]/[C:7]([O:9][CH2:10][C:11](=[O:13])[N:26]([CH3:27])[CH2:25][C:24]([O:23][CH:20]([CH3:22])[CH3:21])=[O:28])=[O:8]. The yield is 0.270. (4) The reactants are C([O-])(=O)C.[K+].Br[C:7]1[CH:21]=[CH:20][C:10]([O:11][CH2:12][CH2:13][C:14]2[CH:19]=[CH:18][N:17]=[CH:16][CH:15]=2)=[CH:9][CH:8]=1.[CH3:22][C:23]1([CH3:39])[C:27]([CH3:29])([CH3:28])[O:26][B:25]([B:25]2[O:26][C:27]([CH3:29])([CH3:28])[C:23]([CH3:39])([CH3:22])[O:24]2)[O:24]1. The catalyst is O1CCOCC1.C(OCC)(=O)C.O.Cl[Pd]Cl.C1(P(C2C=CC=CC=2)[C-]2C=CC=C2)C=CC=CC=1.[C-]1(P(C2C=CC=CC=2)C2C=CC=CC=2)C=CC=C1.[Fe+2]. The product is [CH3:22][C:23]1([CH3:39])[C:27]([CH3:29])([CH3:28])[O:26][B:25]([C:7]2[CH:21]=[CH:20][C:10]([O:11][CH2:12][CH2:13][C:14]3[CH:19]=[CH:18][N:17]=[CH:16][CH:15]=3)=[CH:9][CH:8]=2)[O:24]1. The yield is 0.853.